From a dataset of Reaction yield outcomes from USPTO patents with 853,638 reactions. Predict the reaction yield, written as a fraction of the theoretical maximum amount of product (1.0 means a 100% yield; for example, 0.34 means a 34% yield). (1) The reactants are [NH:1]1[CH2:8][CH2:7][CH2:6][C@@H:2]1[C:3]([OH:5])=[O:4].[C:9](=O)([O-])[O-].[K+].[K+].CO.Cl[C:18]([O:20][CH2:21][CH3:22])=[O:19]. No catalyst specified. The product is [N:1]1([C:18]([O:20][CH2:21][CH3:22])=[O:19])[CH2:8][CH2:7][CH2:6][C@@H:2]1[C:3]([O:5][CH3:9])=[O:4]. The yield is 0.778. (2) The reactants are [CH2:1]([CH:3]([CH2:14][CH3:15])[CH2:4][C:5]1([C:11](O)=[O:12])[CH2:10][CH2:9][CH2:8][CH2:7][CH2:6]1)[CH3:2].C1(C(O)=O)CCCCC1.S(Cl)([Cl:27])=O.C(C(CC)CC1(C(OC(C2(CC(CC)CC)CCCCC2)=O)=O)CCCCC1)C. The catalyst is C(N(CC)CC)C. The product is [CH2:1]([CH:3]([CH2:14][CH3:15])[CH2:4][C:5]1([C:11]([Cl:27])=[O:12])[CH2:10][CH2:9][CH2:8][CH2:7][CH2:6]1)[CH3:2]. The yield is 0.929.